Predict the product of the given reaction. From a dataset of Forward reaction prediction with 1.9M reactions from USPTO patents (1976-2016). (1) Given the reactants [CH3:1][O:2][C:3]1[CH:4]=[C:5]([CH:9]=[CH:10][C:11]=1[O:12][CH3:13])[C:6](Cl)=[O:7].[NH2:14][C:15]1[S:16][CH:17]=[C:18]([CH2:20][CH2:21][CH2:22][CH2:23][CH2:24][NH:25][C:26](=[O:37])[CH2:27][O:28][CH2:29][C:30]2[CH:35]=[CH:34][C:33]([F:36])=[CH:32][CH:31]=2)[N:19]=1.CCN(C(C)C)C(C)C.C(O)C(N)(CO)CO, predict the reaction product. The product is: [F:36][C:33]1[CH:32]=[CH:31][C:30]([CH2:29][O:28][CH2:27][C:26]([NH:25][CH2:24][CH2:23][CH2:22][CH2:21][CH2:20][C:18]2[N:19]=[C:15]([NH:14][C:6](=[O:7])[C:5]3[CH:9]=[CH:10][C:11]([O:12][CH3:13])=[C:3]([O:2][CH3:1])[CH:4]=3)[S:16][CH:17]=2)=[O:37])=[CH:35][CH:34]=1. (2) Given the reactants [CH3:1][C:2]1[C:10]2[C:5](=[C:6](/[CH:11]=[CH:12]/[C:13]([OH:15])=O)[CH:7]=[CH:8][CH:9]=2)[NH:4][CH:3]=1.Cl.CN(C)CCCN=C=NCC.[Cl:28][C:29]1[CH:30]=[C:31]([S:35]([NH2:38])(=[O:37])=[O:36])[S:32][C:33]=1[Cl:34].Cl, predict the reaction product. The product is: [CH3:1][C:2]1[C:10]2[C:5](=[C:6](/[CH:11]=[CH:12]/[C:13]([NH:38][S:35]([C:31]3[S:32][C:33]([Cl:34])=[C:29]([Cl:28])[CH:30]=3)(=[O:36])=[O:37])=[O:15])[CH:7]=[CH:8][CH:9]=2)[NH:4][CH:3]=1.